From a dataset of Full USPTO retrosynthesis dataset with 1.9M reactions from patents (1976-2016). Predict the reactants needed to synthesize the given product. Given the product [CH:18]([O:17][C:15]1[C:14]([NH:21][C:22]2[N:27]=[C:26]3[NH:28][N:29]=[C:30]([CH3:31])[C:25]3=[C:24]([NH:32][C:33]3[CH:38]=[CH:37][CH:36]=[CH:35][C:34]=3[S:39]([CH:42]([CH3:43])[CH3:44])(=[O:41])=[O:40])[N:23]=2)=[CH:13][C:12]([CH3:45])=[C:11]([CH:8]2[CH2:7][CH2:6][N:5]([C:3](=[O:4])[CH2:2][N:46]3[CH2:51][CH2:50][CH2:49][CH2:48][CH2:47]3)[CH2:10][CH2:9]2)[CH:16]=1)([CH3:19])[CH3:20], predict the reactants needed to synthesize it. The reactants are: Br[CH2:2][C:3]([N:5]1[CH2:10][CH2:9][CH:8]([C:11]2[CH:16]=[C:15]([O:17][CH:18]([CH3:20])[CH3:19])[C:14]([NH:21][C:22]3[N:27]=[C:26]4[NH:28][N:29]=[C:30]([CH3:31])[C:25]4=[C:24]([NH:32][C:33]4[CH:38]=[CH:37][CH:36]=[CH:35][C:34]=4[S:39]([CH:42]([CH3:44])[CH3:43])(=[O:41])=[O:40])[N:23]=3)=[CH:13][C:12]=2[CH3:45])[CH2:7][CH2:6]1)=[O:4].[NH:46]1[CH2:51][CH2:50][CH2:49][CH2:48][CH2:47]1.